From a dataset of NCI-60 drug combinations with 297,098 pairs across 59 cell lines. Regression. Given two drug SMILES strings and cell line genomic features, predict the synergy score measuring deviation from expected non-interaction effect. (1) Drug 1: C1CCC(C1)C(CC#N)N2C=C(C=N2)C3=C4C=CNC4=NC=N3. Drug 2: CC1C(C(CC(O1)OC2CC(CC3=C2C(=C4C(=C3O)C(=O)C5=C(C4=O)C(=CC=C5)OC)O)(C(=O)CO)O)N)O.Cl. Cell line: MOLT-4. Synergy scores: CSS=48.8, Synergy_ZIP=0.377, Synergy_Bliss=-0.405, Synergy_Loewe=-21.7, Synergy_HSA=0.786. (2) Drug 1: C1CN(CCN1C(=O)CCBr)C(=O)CCBr. Drug 2: COC1=C2C(=CC3=C1OC=C3)C=CC(=O)O2. Cell line: KM12. Synergy scores: CSS=31.6, Synergy_ZIP=-6.03, Synergy_Bliss=-4.98, Synergy_Loewe=-2.80, Synergy_HSA=-3.90. (3) Drug 1: CN1C(=O)N2C=NC(=C2N=N1)C(=O)N. Drug 2: COC1=NC(=NC2=C1N=CN2C3C(C(C(O3)CO)O)O)N. Cell line: UACC-257. Synergy scores: CSS=-0.423, Synergy_ZIP=1.52, Synergy_Bliss=2.40, Synergy_Loewe=-0.0341, Synergy_HSA=-0.336. (4) Drug 1: C1=C(C(=O)NC(=O)N1)F. Drug 2: CC1C(C(CC(O1)OC2CC(CC3=C2C(=C4C(=C3O)C(=O)C5=CC=CC=C5C4=O)O)(C(=O)C)O)N)O. Cell line: COLO 205. Synergy scores: CSS=76.0, Synergy_ZIP=-10.6, Synergy_Bliss=-17.5, Synergy_Loewe=-11.1, Synergy_HSA=-10.9. (5) Drug 1: CCC(=C(C1=CC=CC=C1)C2=CC=C(C=C2)OCCN(C)C)C3=CC=CC=C3.C(C(=O)O)C(CC(=O)O)(C(=O)O)O. Drug 2: CNC(=O)C1=NC=CC(=C1)OC2=CC=C(C=C2)NC(=O)NC3=CC(=C(C=C3)Cl)C(F)(F)F. Cell line: IGROV1. Synergy scores: CSS=2.57, Synergy_ZIP=-1.91, Synergy_Bliss=-0.839, Synergy_Loewe=-2.24, Synergy_HSA=-0.750.